This data is from Forward reaction prediction with 1.9M reactions from USPTO patents (1976-2016). The task is: Predict the product of the given reaction. Given the reactants [F:1][C:2]1[CH:3]=[C:4]([C:8]2[N:12]=[C:11]([CH:13]3[CH2:18][CH:17]([C:19]4[CH:24]=[CH:23][C:22]([O:25][C:26]([F:29])([F:28])[F:27])=[CH:21][CH:20]=4)[CH2:16][N:15]([C:30]([C:32]4([CH2:35][NH:36]C(=O)OC(C)(C)C)[CH2:34][CH2:33]4)=[O:31])[CH2:14]3)[O:10][N:9]=2)[CH:5]=[CH:6][CH:7]=1.FC(F)(F)C(O)=O, predict the reaction product. The product is: [NH2:36][CH2:35][C:32]1([C:30]([N:15]2[CH2:16][CH:17]([C:19]3[CH:24]=[CH:23][C:22]([O:25][C:26]([F:29])([F:27])[F:28])=[CH:21][CH:20]=3)[CH2:18][CH:13]([C:11]3[O:10][N:9]=[C:8]([C:4]4[CH:5]=[CH:6][CH:7]=[C:2]([F:1])[CH:3]=4)[N:12]=3)[CH2:14]2)=[O:31])[CH2:34][CH2:33]1.